This data is from Forward reaction prediction with 1.9M reactions from USPTO patents (1976-2016). The task is: Predict the product of the given reaction. (1) Given the reactants [N:1]1([C:7]2[N:8]=[C:9]([CH2:14][C:15]([O-:17])=O)[NH:10][C:11](=[O:13])[CH:12]=2)[CH2:6][CH2:5][O:4][CH2:3][CH2:2]1.[Na+].[NH2:19][C:20]1[C:25]([OH:26])=[C:24]([CH3:27])[CH:23]=[CH:22][CH:21]=1.Cl.CN(C)CCCN=C=NCC, predict the reaction product. The product is: [OH:26][C:25]1[C:24]([CH3:27])=[CH:23][CH:22]=[CH:21][C:20]=1[NH:19][C:15](=[O:17])[CH2:14][C:9]1[NH:10][C:11](=[O:13])[CH:12]=[C:7]([N:1]2[CH2:2][CH2:3][O:4][CH2:5][CH2:6]2)[N:8]=1. (2) Given the reactants Cl.[CH3:2][C:3]1[CH:4]=[CH:5][C:6]2[NH:10][C:9](=[O:11])[N:8]([CH:12]3[CH2:17][CH2:16][NH:15][CH2:14][CH2:13]3)[C:7]=2[CH:18]=1.[O:19]1[CH2:24][CH2:23][C:22](=O)[CH2:21][CH2:20]1.[C-:26]#[N:27].[K+], predict the reaction product. The product is: [CH3:2][C:3]1[CH:4]=[CH:5][C:6]2[NH:10][C:9](=[O:11])[N:8]([CH:12]3[CH2:17][CH2:16][N:15]([C:22]4([C:26]#[N:27])[CH2:23][CH2:24][O:19][CH2:20][CH2:21]4)[CH2:14][CH2:13]3)[C:7]=2[CH:18]=1.